Task: Predict which catalyst facilitates the given reaction.. Dataset: Catalyst prediction with 721,799 reactions and 888 catalyst types from USPTO (1) Reactant: [CH2:1]1[C:10]2[C:5](=[C:6]([O:11][C:12]3[CH:20]=[CH:19][C:15]([C:16]([NH2:18])=[O:17])=[CH:14][N:13]=3)[CH:7]=[CH:8][CH:9]=2)[CH2:4][CH2:3][NH:2]1.[CH:21](=O)[C:22]1[CH:27]=[CH:26][CH:25]=[CH:24][CH:23]=1.C(O[BH-](OC(=O)C)OC(=O)C)(=O)C.[Na+].C(O)(=O)C.C(=O)(O)[O-].[Na+]. Product: [CH2:21]([N:2]1[CH2:3][CH2:4][C:5]2[C:10](=[CH:9][CH:8]=[CH:7][C:6]=2[O:11][C:12]2[CH:20]=[CH:19][C:15]([C:16]([NH2:18])=[O:17])=[CH:14][N:13]=2)[CH2:1]1)[C:22]1[CH:27]=[CH:26][CH:25]=[CH:24][CH:23]=1. The catalyst class is: 26. (2) Reactant: [CH3:1][NH:2][C:3]([C:5]1[C:6]([C:18]2[CH:23]=[CH:22][CH:21]=[CH:20][C:19]=2[CH3:24])=[CH:7][C:8]([N:11]2[CH2:16][CH2:15][N:14]([CH3:17])[CH2:13][CH2:12]2)=[CH:9][CH:10]=1)=[O:4].C[Si](C)(C)[N-][Si](C)(C)C.[K+].[F:35][C:36]([F:50])([F:49])[C:37]1[CH:38]=[C:39]([CH:42]=[C:43]([C:45]([F:48])([F:47])[F:46])[CH:44]=1)[CH2:40]Br. Product: [F:35][C:36]([F:50])([F:49])[C:37]1[CH:38]=[C:39]([CH:42]=[C:43]([C:45]([F:48])([F:47])[F:46])[CH:44]=1)[CH2:40][N:2]([CH3:1])[C:3]([C:5]1[C:6]([C:18]2[CH:23]=[CH:22][CH:21]=[CH:20][C:19]=2[CH3:24])=[CH:7][C:8]([N:11]2[CH2:12][CH2:13][N:14]([CH3:17])[CH2:15][CH2:16]2)=[CH:9][CH:10]=1)=[O:4]. The catalyst class is: 1. (3) Reactant: [CH3:1][C:2]1[N:7]2[CH:8]=[C:9]([C:11]([F:14])([F:13])[F:12])[N:10]=[C:6]2[CH:5]=[C:4]([C:15]([O:17][CH2:18][CH3:19])=[O:16])[CH:3]=1.[I:20]N1C(=O)CCC1=O. Product: [I:20][C:8]1[N:7]2[C:2]([CH3:1])=[CH:3][C:4]([C:15]([O:17][CH2:18][CH3:19])=[O:16])=[CH:5][C:6]2=[N:10][C:9]=1[C:11]([F:14])([F:13])[F:12]. The catalyst class is: 15. (4) Reactant: [C:1]([O:5][NH:6][C:7]([CH2:9][CH2:10][CH2:11][CH2:12][CH2:13][CH2:14][NH2:15])=[O:8])([CH3:4])([CH3:3])[CH3:2].Cl[C:17]1[N:18]=[N+:19]([O-:27])[C:20]2[CH:26]=[CH:25][CH:24]=[CH:23][C:21]=2[N:22]=1.CCN(CC)CC. Product: [C:1]([O:5][NH:6][C:7]([CH2:9][CH2:10][CH2:11][CH2:12][CH2:13][CH2:14][NH:15][C:17]1[N:18]=[N+:19]([O-:27])[C:20]2[CH:26]=[CH:25][CH:24]=[CH:23][C:21]=2[N:22]=1)=[O:8])([CH3:4])([CH3:3])[CH3:2]. The catalyst class is: 2. (5) Reactant: [Br:1][C:2]1[CH:3]=[C:4]2[C:9]3=[C:10]([NH:12][C:13](=[O:14])[N:8]3[CH:7]([C:15](OC)=[O:16])[CH2:6][CH2:5]2)[CH:11]=1.[BH4-].[Na+].CO.O1CCCC1.[Cl-].[NH4+]. Product: [Br:1][C:2]1[CH:3]=[C:4]2[C:9]3=[C:10]([NH:12][C:13](=[O:14])[N:8]3[CH:7]([CH2:15][OH:16])[CH2:6][CH2:5]2)[CH:11]=1. The catalyst class is: 7. (6) Reactant: [CH:1]1([NH:4][CH2:5][C:6]2[CH:11]=[CH:10][C:9]([C:12]#[C:13][Si:14]([CH3:17])([CH3:16])[CH3:15])=[CH:8][CH:7]=2)[CH2:3][CH2:2]1.CCN(CC)CC.[CH3:25][C:26]([O:29][C:30](O[C:30]([O:29][C:26]([CH3:28])([CH3:27])[CH3:25])=[O:31])=[O:31])([CH3:28])[CH3:27]. Product: [C:26]([O:29][C:30](=[O:31])[N:4]([CH:1]1[CH2:2][CH2:3]1)[CH2:5][C:6]1[CH:7]=[CH:8][C:9]([C:12]#[C:13][Si:14]([CH3:16])([CH3:15])[CH3:17])=[CH:10][CH:11]=1)([CH3:28])([CH3:27])[CH3:25]. The catalyst class is: 2. (7) Reactant: Br[C:2]1[C:10]2[C:6](=[C:7]([Cl:12])[N:8]([CH3:11])[N:9]=2)[CH:5]=[CH:4][CH:3]=1.[Cl:13][C:14]1[CH:19]=[C:18]([Cl:20])[CH:17]=[CH:16][C:15]=1B(O)O.COCCOC.C([O-])([O-])=O.[Na+].[Na+]. Product: [Cl:12][C:7]1[N:8]([CH3:11])[N:9]=[C:10]2[C:6]=1[CH:5]=[CH:4][CH:3]=[C:2]2[C:17]1[CH:16]=[CH:15][C:14]([Cl:13])=[CH:19][C:18]=1[Cl:20]. The catalyst class is: 535. (8) Reactant: [C:1]([N:4]1[C:12]2[C:7](=[CH:8][C:9]([Cl:13])=[CH:10][CH:11]=2)[C:6]([CH3:14])=[C:5]1[C:15]#[N:16])(=[O:3])[CH3:2].C1C(=O)N([Br:24])C(=O)C1. Product: [C:1]([N:4]1[C:12]2[C:7](=[CH:8][C:9]([Cl:13])=[CH:10][CH:11]=2)[C:6]([CH2:14][Br:24])=[C:5]1[C:15]#[N:16])(=[O:3])[CH3:2]. The catalyst class is: 53. (9) Reactant: [NH2:1][C:2]1[CH:27]=[CH:26][C:5]([CH2:6][N:7]2[C:12]([CH3:13])=[CH:11][C:10]([O:14][CH2:15][C:16]3[CH:21]=[CH:20][C:19]([F:22])=[CH:18][C:17]=3[F:23])=[C:9]([Br:24])[C:8]2=[O:25])=[CH:4][CH:3]=1.CN1CCOCC1.[C:35]([O:38][C@@H:39]([CH3:43])[C:40](Cl)=[O:41])(=[O:37])[CH3:36].CN=C=O. Product: [C:35]([O:38][CH:39]([CH3:43])[C:40]([NH:1][C:2]1[CH:3]=[CH:4][C:5]([CH2:6][N:7]2[C:12]([CH3:13])=[CH:11][C:10]([O:14][CH2:15][C:16]3[CH:21]=[CH:20][C:19]([F:22])=[CH:18][C:17]=3[F:23])=[C:9]([Br:24])[C:8]2=[O:25])=[CH:26][CH:27]=1)=[O:41])(=[O:37])[CH3:36]. The catalyst class is: 4. (10) Reactant: [Br:1][C:2]1[CH:9]=[C:8](F)[CH:7]=[CH:6][C:3]=1[CH:4]=[O:5].[CH2:11]([O:18][C:19]1[CH:20]=[C:21]([OH:25])[CH:22]=[CH:23][CH:24]=1)[C:12]1[CH:17]=[CH:16][CH:15]=[CH:14][CH:13]=1.C(=O)([O-])[O-].[K+].[K+].CN(C=O)C. Product: [CH2:11]([O:18][C:19]1[CH:20]=[C:21]([CH:22]=[CH:23][CH:24]=1)[O:25][C:8]1[CH:7]=[CH:6][C:3]([CH:4]=[O:5])=[C:2]([Br:1])[CH:9]=1)[C:12]1[CH:13]=[CH:14][CH:15]=[CH:16][CH:17]=1. The catalyst class is: 25.